From a dataset of Catalyst prediction with 721,799 reactions and 888 catalyst types from USPTO. Predict which catalyst facilitates the given reaction. (1) Reactant: [NH2:1][C:2]1[CH:3]=[C:4]([CH2:8][O:9][CH2:10][CH2:11][O:12][CH2:13][CH2:14][CH2:15][CH2:16][CH2:17][CH2:18][N:19]2[CH2:23][C@@H:22]([C:24]3[CH:35]=[CH:34][C:27]4[O:28][C:29]([CH3:33])([CH3:32])[O:30][CH2:31][C:26]=4[CH:25]=3)[O:21][C:20]2=[O:36])[CH:5]=[CH:6][CH:7]=1.[N+:37]([C:40]1[CH:41]=[C:42]([CH:46]=[CH:47][CH:48]=1)[C:43](Cl)=[O:44])([O-:39])=[O:38].C(=O)(O)[O-].[Na+]. Product: [CH3:33][C:29]1([CH3:32])[O:28][C:27]2[CH:34]=[CH:35][C:24]([C@H:22]3[O:21][C:20](=[O:36])[N:19]([CH2:18][CH2:17][CH2:16][CH2:15][CH2:14][CH2:13][O:12][CH2:11][CH2:10][O:9][CH2:8][C:4]4[CH:3]=[C:2]([NH:1][C:43](=[O:44])[C:42]5[CH:46]=[CH:47][CH:48]=[C:40]([N+:37]([O-:39])=[O:38])[CH:41]=5)[CH:7]=[CH:6][CH:5]=4)[CH2:23]3)=[CH:25][C:26]=2[CH2:31][O:30]1. The catalyst class is: 17. (2) Reactant: Cl[C:2]1[C:11]2[C:6](=[CH:7][CH:8]=[CH:9][CH:10]=2)[C:5]([C:12]2[CH:20]=[C:19]3[C:15]([C:16]([CH3:28])=[N:17][N:18]3[C:21]([O:23][C:24]([CH3:27])([CH3:26])[CH3:25])=[O:22])=[CH:14][CH:13]=2)=[N:4][N:3]=1.Cl.[CH3:30][N:31]([CH3:46])[CH2:32][CH2:33][CH2:34][C:35]1[CH:36]=[C:37]([CH:39]=[C:40]([C:42]([F:45])([F:44])[F:43])[CH:41]=1)[NH2:38].NC1C=CC=CC=1. Product: [CH3:46][N:31]([CH3:30])[CH2:32][CH2:33][CH2:34][C:35]1[CH:36]=[C:37]([NH:38][C:2]2[C:11]3[C:6](=[CH:7][CH:8]=[CH:9][CH:10]=3)[C:5]([C:12]3[CH:20]=[C:19]4[C:15]([C:16]([CH3:28])=[N:17][N:18]4[C:21]([O:23][C:24]([CH3:27])([CH3:26])[CH3:25])=[O:22])=[CH:14][CH:13]=3)=[N:4][N:3]=2)[CH:39]=[C:40]([C:42]([F:45])([F:44])[F:43])[CH:41]=1. The catalyst class is: 8. (3) Reactant: [CH:1]([C:4]1[CH:5]=[C:6]([CH:17]=[CH:18][C:19]=1[O:20][CH3:21])[CH2:7][C:8]1[C:14]([CH3:15])=[CH:13][C:11]([NH2:12])=[CH:10][C:9]=1[CH3:16])([CH3:3])[CH3:2].C(N(CC)CC)C.[C:29](Cl)([C:31]([O:33][CH2:34][CH3:35])=[O:32])=[O:30]. Product: [CH:1]([C:4]1[CH:5]=[C:6]([CH:17]=[CH:18][C:19]=1[O:20][CH3:21])[CH2:7][C:8]1[C:9]([CH3:16])=[CH:10][C:11]([NH:12][C:29](=[O:30])[C:31]([O:33][CH2:34][CH3:35])=[O:32])=[CH:13][C:14]=1[CH3:15])([CH3:3])[CH3:2]. The catalyst class is: 4.